This data is from Full USPTO retrosynthesis dataset with 1.9M reactions from patents (1976-2016). The task is: Predict the reactants needed to synthesize the given product. (1) Given the product [F:1][C:2]([F:7])([F:6])[C:3]([OH:5])=[O:4].[C:33]([C:30]1[CH:31]=[CH:32][C:27]([O:26][C:24]([C:21]2[S:20][C:19]([CH2:18][C:17]([CH2:39][CH3:40])([CH2:37][CH3:38])[C:16]([OH:41])=[O:15])=[CH:23][CH:22]=2)=[O:25])=[C:28]([F:36])[CH:29]=1)(=[NH:34])[NH2:35], predict the reactants needed to synthesize it. The reactants are: [F:1][C:2]([F:7])([F:6])[C:3]([OH:5])=[O:4].C([O:15][C:16](=[O:41])[C:17]([CH2:39][CH3:40])([CH2:37][CH3:38])[CH2:18][C:19]1[S:20][C:21]([C:24]([O:26][C:27]2[CH:32]=[CH:31][C:30]([C:33](=[NH:35])[NH2:34])=[CH:29][C:28]=2[F:36])=[O:25])=[CH:22][CH:23]=1)C1C=CC=CC=1. (2) Given the product [Cl:10][C:4]1[C:5]([F:9])=[C:6]([C:19](=[O:20])[C:18]([F:25])([F:24])[F:17])[CH:7]=[C:2]([Cl:1])[C:3]=1[F:11], predict the reactants needed to synthesize it. The reactants are: [Cl:1][C:2]1[CH:7]=[C:6](I)[C:5]([F:9])=[C:4]([Cl:10])[C:3]=1[F:11].C([Mg]Cl)(C)C.[F:17][C:18]([F:25])([F:24])[C:19](OCC)=[O:20]. (3) Given the product [CH2:1]([O:19][CH:20]1[CH:25]([O:26][CH2:27][CH2:28][CH2:29][CH2:30][CH2:31][CH2:32][CH2:33][CH2:34][CH2:35][CH2:36][CH2:37][CH2:38][CH2:39][CH2:40][CH2:41][CH2:42][CH2:43][CH3:44])[CH:24]([O:45][CH2:46][CH2:47][CH2:48][CH2:49][CH2:50][CH2:51][CH2:52][CH2:53][CH2:54][CH2:55][CH2:56][CH2:57][CH2:58][CH2:59][CH2:60][CH2:61][CH2:62][CH3:63])[CH2:23][CH:22]([CH2:64][OH:65])[CH2:21]1)[CH2:2][CH2:3][CH2:4][CH2:5][CH2:6][CH2:7][CH2:8][CH2:9][CH2:10][CH2:11][CH2:12][CH2:13][CH2:14][CH2:15][CH2:16][CH2:17][CH3:18], predict the reactants needed to synthesize it. The reactants are: [CH2:1]([O:19][CH:20]1[CH:25]([O:26][CH2:27][CH2:28][CH2:29][CH2:30][CH2:31][CH2:32][CH2:33][CH2:34][CH2:35][CH2:36][CH2:37][CH2:38][CH2:39][CH2:40][CH2:41][CH2:42][CH2:43][CH3:44])[CH:24]([O:45][CH2:46][CH2:47][CH2:48][CH2:49][CH2:50][CH2:51][CH2:52][CH2:53][CH2:54][CH2:55][CH2:56][CH2:57][CH2:58][CH2:59][CH2:60][CH2:61][CH2:62][CH3:63])[CH2:23][CH:22]([C:64](OC)=[O:65])[CH2:21]1)[CH2:2][CH2:3][CH2:4][CH2:5][CH2:6][CH2:7][CH2:8][CH2:9][CH2:10][CH2:11][CH2:12][CH2:13][CH2:14][CH2:15][CH2:16][CH2:17][CH3:18].CC(C[AlH]CC(C)C)C.Cl. (4) Given the product [C:23]([C:3]1[N:4]=[CH:5][C:6]([N:8]2[CH2:13][CH2:12][CH2:11][C@@H:10]([NH:14][C:15](=[O:21])[O:16][C:17]([CH3:20])([CH3:19])[CH3:18])[C@H:9]2[CH3:22])=[N:7][C:2]=1[NH:41][C:40]1[CH:42]=[CH:43][C:37]([CH:34]2[CH2:35][CH2:36][N:31]([CH:26]3[CH2:30][CH2:29][CH2:28][CH2:27]3)[CH2:32][CH2:33]2)=[CH:38][CH:39]=1)#[N:24], predict the reactants needed to synthesize it. The reactants are: Cl[C:2]1[N:7]=[C:6]([N:8]2[CH2:13][CH2:12][CH2:11][C@@H:10]([NH:14][C:15](=[O:21])[O:16][C:17]([CH3:20])([CH3:19])[CH3:18])[C@H:9]2[CH3:22])[CH:5]=[N:4][C:3]=1[C:23]#[N:24].Cl.[CH:26]1([N:31]2[CH2:36][CH2:35][CH:34]([C:37]3[CH:43]=[CH:42][C:40]([NH2:41])=[CH:39][CH:38]=3)[CH2:33][CH2:32]2)[CH2:30][CH2:29][CH2:28][CH2:27]1.C([O-])([O-])=O.[Cs+].[Cs+].C1C=CC(P(C2C(C3C(P(C4C=CC=CC=4)C4C=CC=CC=4)=CC=C4C=3C=CC=C4)=C3C(C=CC=C3)=CC=2)C2C=CC=CC=2)=CC=1. (5) Given the product [F:36][C:2]([F:1])([F:35])[C:3]1[CH:4]=[C:5]([CH:28]=[C:29]([C:31]([F:34])([F:33])[F:32])[CH:30]=1)[CH2:6][N:7]([CH2:8][C:9]1[C:10]([N:19]([CH2:22][CH:23]2[CH2:27][CH2:26][CH2:25][CH2:24]2)[CH2:20][CH3:21])=[N:11][CH:12]=[C:13]([C:15]([F:17])([F:16])[F:18])[CH:14]=1)[C:41]1[N:42]=[CH:43][C:38]([Br:37])=[CH:39][N:40]=1, predict the reactants needed to synthesize it. The reactants are: [F:1][C:2]([F:36])([F:35])[C:3]1[CH:4]=[C:5]([CH:28]=[C:29]([C:31]([F:34])([F:33])[F:32])[CH:30]=1)[CH2:6][NH:7][CH2:8][C:9]1[C:10]([N:19]([CH2:22][CH:23]2[CH2:27][CH2:26][CH2:25][CH2:24]2)[CH2:20][CH3:21])=[N:11][CH:12]=[C:13]([C:15]([F:18])([F:17])[F:16])[CH:14]=1.[Br:37][C:38]1[CH:39]=[N:40][C:41](Cl)=[N:42][CH:43]=1.C(N(CC)CC)C. (6) Given the product [CH:31]1([NH:1][C:2]2[CH:3]=[C:4]3[C:9](=[O:10])[N:8]4[CH2:11][CH2:12][N:13]([C:14]([C:16]5[C:17]([CH3:21])=[N:18][O:19][CH:20]=5)=[O:15])[C:7]4([C:22]4[CH:27]=[CH:26][C:25]([O:28][CH3:29])=[CH:24][CH:23]=4)[CH2:6][N:5]3[CH:30]=2)[CH2:36][CH2:35][CH2:34][CH2:33][CH2:32]1, predict the reactants needed to synthesize it. The reactants are: [NH2:1][C:2]1[CH:3]=[C:4]2[C:9](=[O:10])[N:8]3[CH2:11][CH2:12][N:13]([C:14]([C:16]4[C:17]([CH3:21])=[N:18][O:19][CH:20]=4)=[O:15])[C:7]3([C:22]3[CH:27]=[CH:26][C:25]([O:28][CH3:29])=[CH:24][CH:23]=3)[CH2:6][N:5]2[CH:30]=1.[C:31]1(=O)[CH2:36][CH2:35][CH2:34][CH2:33][CH2:32]1.C(O)(=O)C.C(O[BH-](OC(=O)C)OC(=O)C)(=O)C.[Na+]. (7) Given the product [NH2:17][C:13]1[CH:12]=[CH:11][CH:10]=[C:9]2[C:14]=1[CH:15]=[CH:16][N:7]([C@@H:3]([CH2:2][OH:1])[C:4]([NH2:6])=[O:5])[C:8]2=[O:20], predict the reactants needed to synthesize it. The reactants are: [OH:1][CH2:2][C@H:3]([N:7]1[CH:16]=[CH:15][C:14]2[C:9](=[CH:10][CH:11]=[CH:12][C:13]=2[N+:17]([O-])=O)[C:8]1=[O:20])[C:4]([NH2:6])=[O:5].CO.